Dataset: Reaction yield outcomes from USPTO patents with 853,638 reactions. Task: Predict the reaction yield, written as a fraction of the theoretical maximum amount of product (1.0 means a 100% yield; for example, 0.34 means a 34% yield). (1) The reactants are [CH:1]1[CH:5]=[C:4]([CH:6]([OH:14])[C:7]([C:9]2[O:13][CH:12]=[CH:11][CH:10]=2)=O)[O:3][CH:2]=1.[N:15]#[C:16][NH2:17].[O-]CC.[Na+].O. The catalyst is C(O)C. The product is [NH2:17][C:16]1[O:14][C:6]([C:4]2[O:3][CH:2]=[CH:1][CH:5]=2)=[C:7]([C:9]2[O:13][CH:12]=[CH:11][CH:10]=2)[N:15]=1. The yield is 0.311. (2) The reactants are [N+:1]([C:4]1[CH:5]=[N:6][NH:7][CH:8]=1)([O-:3])=[O:2].C(=O)([O-])[O-].[Cs+].[Cs+].Cl[CH2:16][C:17]1[C:18]([CH3:23])=[N:19][O:20][C:21]=1[CH3:22]. The catalyst is CN(C=O)C.O. The product is [CH3:23][C:18]1[C:17]([CH2:16][N:6]2[CH:5]=[C:4]([N+:1]([O-:3])=[O:2])[CH:8]=[N:7]2)=[C:21]([CH3:22])[O:20][N:19]=1. The yield is 0.670. (3) The reactants are Cl.FC1C=C(C=CC=1)CN1C=C(C2C3C(=NC=C(C4C=CC(C5CCNCC5)=CC=4)C=3)N(S(C3C=CC(C)=CC=3)(=O)=O)C=2)C=N1.[CH2:46]([S:48]([N:51]1[CH2:56][CH2:55][N:54]([C:57]2[N:62]=[CH:61][C:60]([C:63]3[CH:64]=[C:65]4[C:71]([C:72]5[CH:73]=[N:74][N:75]([CH2:77][C:78]6[CH:83]=[CH:82][CH:81]=[C:80]([F:84])[CH:79]=6)[CH:76]=5)=[CH:70][N:69](S(C5C=CC(C)=CC=5)(=O)=O)[C:66]4=[N:67][CH:68]=3)=[CH:59][CH:58]=2)[CH2:53][CH2:52]1)(=[O:50])=[O:49])[CH3:47].[OH-].[Li+]. The catalyst is C1COCC1.CO.O. The product is [CH2:46]([S:48]([N:51]1[CH2:56][CH2:55][N:54]([C:57]2[N:62]=[CH:61][C:60]([C:63]3[CH:64]=[C:65]4[C:71]([C:72]5[CH:73]=[N:74][N:75]([CH2:77][C:78]6[CH:83]=[CH:82][CH:81]=[C:80]([F:84])[CH:79]=6)[CH:76]=5)=[CH:70][NH:69][C:66]4=[N:67][CH:68]=3)=[CH:59][CH:58]=2)[CH2:53][CH2:52]1)(=[O:49])=[O:50])[CH3:47]. The yield is 0.584. (4) The reactants are [N:1]1[CH:6]=[CH:5][C:4]([C:7]2[CH:15]=[CH:14][CH:13]=[C:12]3[C:8]=2[CH2:9][C:10](=[O:16])[NH:11]3)=[CH:3][CH:2]=1.Cl. The catalyst is CO.O.C(O)(=O)C.[Pt](=O)=O. The product is [NH:1]1[CH2:2][CH2:3][CH:4]([C:7]2[CH:15]=[CH:14][CH:13]=[C:12]3[C:8]=2[CH2:9][C:10](=[O:16])[NH:11]3)[CH2:5][CH2:6]1. The yield is 0.960. (5) The reactants are [OH:1][CH:2]1[CH2:7][CH2:6][CH:5]([NH:8][C:9](=[O:15])[O:10][C:11]([CH3:14])([CH3:13])[CH3:12])[CH2:4][CH2:3]1.C(N(CC)CC)C.[CH3:23][S:24](Cl)(=[O:26])=[O:25].O. The catalyst is ClCCl. The product is [CH3:23][S:24]([O:1][CH:2]1[CH2:7][CH2:6][CH:5]([NH:8][C:9](=[O:15])[O:10][C:11]([CH3:12])([CH3:14])[CH3:13])[CH2:4][CH2:3]1)(=[O:26])=[O:25]. The yield is 0.340. (6) The reactants are [CH2:1]([N:8]1[CH2:13][C:12]([CH3:15])([CH3:14])[O:11][C:10]2([CH2:20][CH2:19][NH:18][CH2:17][CH2:16]2)[CH2:9]1)[C:2]1[CH:7]=[CH:6][CH:5]=[CH:4][CH:3]=1.N1C=CC=CC=1.[F:27][C:28]([F:39])([F:38])[C:29](O[C:29](=[O:30])[C:28]([F:39])([F:38])[F:27])=[O:30]. The catalyst is C(Cl)Cl. The product is [CH2:1]([N:8]1[CH2:13][C:12]([CH3:15])([CH3:14])[O:11][C:10]2([CH2:20][CH2:19][N:18]([C:29](=[O:30])[C:28]([F:39])([F:38])[F:27])[CH2:17][CH2:16]2)[CH2:9]1)[C:2]1[CH:3]=[CH:4][CH:5]=[CH:6][CH:7]=1. The yield is 0.700. (7) The reactants are [NH:1]1[C:5]2[N:6]=[CH:7][CH:8]=[C:9]([C:10]#[N:11])[C:4]=2[CH:3]=[N:2]1.[NH2:12][OH:13]. The catalyst is CCO. The product is [OH:13][NH:12][C:10]([C:9]1[C:4]2[CH:3]=[N:2][NH:1][C:5]=2[N:6]=[CH:7][CH:8]=1)=[NH:11]. The yield is 0.990. (8) The reactants are [CH2:1]=O.Cl.[CH3:4][NH:5][CH3:6].[NH:7]1[CH:11]=[CH:10][CH:9]=[CH:8]1.[OH-].[Na+]. No catalyst specified. The product is [CH3:4][N:5]([CH2:1][C:8]1[NH:7][CH:11]=[CH:10][CH:9]=1)[CH3:6]. The yield is 1.00. (9) The reactants are [C:1]([NH:4][C:5]1[C:14](Cl)=[CH:13][C:8]([C:9]([O:11][CH3:12])=[O:10])=[C:7]([O:16][CH3:17])[C:6]=1[N+:18]([O-])=O)(=[O:3])[CH3:2].C(N(CC)CC)C. The catalyst is [Pd].CO. The product is [C:1]([NH:4][C:5]1[CH:14]=[CH:13][C:8]([C:9]([O:11][CH3:12])=[O:10])=[C:7]([O:16][CH3:17])[C:6]=1[NH2:18])(=[O:3])[CH3:2]. The yield is 0.800.